From a dataset of Experimentally validated miRNA-target interactions with 360,000+ pairs, plus equal number of negative samples. Binary Classification. Given a miRNA mature sequence and a target amino acid sequence, predict their likelihood of interaction. The miRNA is mmu-miR-669a-5p with sequence AGUUGUGUGUGCAUGUUCAUGUCU. The protein sequence of the target gene is MDVSGQETDWRSTAFRQKLVSQIEDAMRKAGVAHSKSSKDMESHVFLKAKTRDEYLSLVARLIIHFRDIHNKKSQASVSDPMNALQSLTGGPAAGAAGIGMPPRGPGQSLGGMGSLGAMGQPMSLSGQPPPGTSGMAPHSMAVVSTATPQTQLQLQQVALQQQQQQQQFQQQQQAALQQQQQQQQQQQFQAQQSAMQQQFQAVVQQQQQLQQQQQQQQHLIKLHHQNQQQIQQQQQQLQRIAQLQLQQQQQQQQQQQQQQQQALQAQPPIQQPPMQQPQPPPSQALPQQLQQMHHTQHHQ.... Result: 0 (no interaction).